Dataset: NCI-60 drug combinations with 297,098 pairs across 59 cell lines. Task: Regression. Given two drug SMILES strings and cell line genomic features, predict the synergy score measuring deviation from expected non-interaction effect. Drug 1: C1=NC2=C(N=C(N=C2N1C3C(C(C(O3)CO)O)F)Cl)N. Drug 2: CCC1(C2=C(COC1=O)C(=O)N3CC4=CC5=C(C=CC(=C5CN(C)C)O)N=C4C3=C2)O.Cl. Cell line: HS 578T. Synergy scores: CSS=6.29, Synergy_ZIP=-3.57, Synergy_Bliss=-3.05, Synergy_Loewe=-9.59, Synergy_HSA=-4.25.